Dataset: Catalyst prediction with 721,799 reactions and 888 catalyst types from USPTO. Task: Predict which catalyst facilitates the given reaction. Reactant: [F:1][C:2]1[C:7]([NH:8][S:9]([CH2:12][CH2:13][CH3:14])(=[O:11])=[O:10])=[CH:6][CH:5]=[C:4]([F:15])[C:3]=1[NH:16][C:17]([C:19]1[S:20][CH:21]=[C:22]2[C:27]([NH:28]CC3C=CC(OC)=CC=3OC)=[N:26][CH:25]=[N:24][C:23]=12)=[O:18]. Product: [NH2:28][C:27]1[C:22]2[C:23](=[C:19]([C:17]([NH:16][C:3]3[C:4]([F:15])=[CH:5][CH:6]=[C:7]([NH:8][S:9]([CH2:12][CH2:13][CH3:14])(=[O:10])=[O:11])[C:2]=3[F:1])=[O:18])[S:20][CH:21]=2)[N:24]=[CH:25][N:26]=1. The catalyst class is: 55.